From a dataset of Catalyst prediction with 721,799 reactions and 888 catalyst types from USPTO. Predict which catalyst facilitates the given reaction. (1) The catalyst class is: 19. Product: [NH2:19][C:7]1[CH:8]=[C:9]([C@H:12]([CH3:18])[CH2:13][C:14]([O:16][CH3:17])=[O:15])[CH:10]=[CH:11][C:6]=1[N:5]([CH2:22][CH:23]([CH3:24])[CH3:25])[CH2:1][CH:2]([CH3:4])[CH3:3]. Reactant: [CH2:1]([N:5]([CH2:22][CH:23]([CH3:25])[CH3:24])[C:6]1[CH:11]=[CH:10][C:9](/[C:12](/[CH3:18])=[CH:13]/[C:14]([O:16][CH3:17])=[O:15])=[CH:8][C:7]=1[N+:19]([O-])=O)[CH:2]([CH3:4])[CH3:3]. (2) Reactant: Br[C:2]1[N:7]=[C:6]2[N:8]([CH2:13][C@H:14]3[CH2:19][CH2:18][C@H:17]([O:20][CH3:21])[CH2:16][CH2:15]3)[C:9](=[O:12])[CH2:10][NH:11][C:5]2=[N:4][CH:3]=1.[CH3:22][Sn:23]([CH3:29])([CH3:28])[Sn:23]([CH3:29])([CH3:28])[CH3:22]. Product: [CH3:21][O:20][C@H:17]1[CH2:18][CH2:19][C@H:14]([CH2:13][N:8]2[C:6]3=[N:7][C:2]([Sn:23]([CH3:29])([CH3:28])[CH3:22])=[CH:3][N:4]=[C:5]3[NH:11][CH2:10][C:9]2=[O:12])[CH2:15][CH2:16]1. The catalyst class is: 203. (3) Product: [CH2:12]([N:9]1[CH2:8][C@H:7]([CH3:14])[N:6]2[C:2]([C:33](=[O:38])[C:34]([O:36][CH3:37])=[O:35])=[C:3]([C:17]([O:19][CH2:20][CH3:21])=[O:18])[C:4]([O:15][CH3:16])=[C:5]2[C:10]1=[O:11])[CH3:13]. The catalyst class is: 1. Reactant: Br[C:2]1[N:6]2[C@@H:7]([CH3:14])[CH2:8][N:9]([CH2:12][CH3:13])[C:10](=[O:11])[C:5]2=[C:4]([O:15][CH3:16])[C:3]=1[C:17]([O:19][CH2:20][CH3:21])=[O:18].[Li]CCCC.CCCCCC.[C:33](OC)(=[O:38])[C:34]([O:36][CH3:37])=[O:35].S(=O)(=O)(O)O. (4) Reactant: [CH3:1][O:2][C:3]1[CH:4]=[C:5]([C:11]#[C:12][C:13]2[C:21]3[C:16](=[N:17][CH:18]=[N:19][C:20]=3[NH2:22])[NH:15][N:14]=2)[CH:6]=[C:7]([O:9][CH3:10])[CH:8]=1.[C:23]([C@@H:25]1[CH2:29][C@@H:28](O)[CH2:27][N:26]1[C:31]([O:33][C:34]([CH3:37])([CH3:36])[CH3:35])=[O:32])#[CH:24].C1(P(C2C=CC=CC=2)C2C=CC=CC=2)C=CC=CC=1.CC(OC(/N=N/C(OC(C)C)=O)=O)C. Product: [NH2:22][C:20]1[N:19]=[CH:18][N:17]=[C:16]2[N:15]([C@@H:28]3[CH2:27][N:26]([C:31]([O:33][C:34]([CH3:35])([CH3:36])[CH3:37])=[O:32])[C@H:25]([C:23]#[CH:24])[CH2:29]3)[N:14]=[C:13]([C:12]#[C:11][C:5]3[CH:4]=[C:3]([O:2][CH3:1])[CH:8]=[C:7]([O:9][CH3:10])[CH:6]=3)[C:21]=12. The catalyst class is: 1. (5) Reactant: [CH3:1][O:2][C:3](=[O:57])[C:4]1[CH:9]=[CH:8][C:7]([CH2:10][O:11][C:12]2[C:17]([C:18]3[CH:23]=[CH:22][CH:21]=[C:20]([C:24]([F:27])([F:26])[F:25])[CH:19]=3)=[CH:16][C:15]([C:28](=[O:44])[NH:29][CH2:30][CH2:31][CH2:32][CH2:33][CH2:34][CH2:35][CH2:36][CH2:37][C:38]3[CH:43]=[CH:42][CH:41]=[CH:40][CH:39]=3)=[CH:14][C:13]=2[C:45]2[CH:50]=[CH:49][CH:48]=[C:47]([C:51]([F:54])([F:53])[F:52])[CH:46]=2)=[CH:6][C:5]=1[O:55]C.B(Br)(Br)Br. Product: [CH3:1][O:2][C:3](=[O:57])[C:4]1[CH:9]=[CH:8][C:7]([CH2:10][O:11][C:12]2[C:13]([C:45]3[CH:50]=[CH:49][CH:48]=[C:47]([C:51]([F:54])([F:53])[F:52])[CH:46]=3)=[CH:14][C:15]([C:28](=[O:44])[NH:29][CH2:30][CH2:31][CH2:32][CH2:33][CH2:34][CH2:35][CH2:36][CH2:37][C:38]3[CH:43]=[CH:42][CH:41]=[CH:40][CH:39]=3)=[CH:16][C:17]=2[C:18]2[CH:23]=[CH:22][CH:21]=[C:20]([C:24]([F:27])([F:26])[F:25])[CH:19]=2)=[CH:6][C:5]=1[OH:55]. The catalyst class is: 2. (6) Reactant: [NH2:1][C:2]1[CH:3]=[C:4]([CH:21]=[CH:22][CH:23]=1)[O:5][C:6]1[CH:7]=[CH:8][C:9]2[N:10]([CH:12]=[C:13]([NH:15][C:16]([CH:18]3[CH2:20][CH2:19]3)=[O:17])[N:14]=2)[N:11]=1.[CH2:24]([N:26]=[C:27]=[O:28])[CH3:25]. Product: [CH2:24]([NH:26][C:27]([NH:1][C:2]1[CH:3]=[C:4]([CH:21]=[CH:22][CH:23]=1)[O:5][C:6]1[CH:7]=[CH:8][C:9]2[N:10]([CH:12]=[C:13]([NH:15][C:16]([CH:18]3[CH2:20][CH2:19]3)=[O:17])[N:14]=2)[N:11]=1)=[O:28])[CH3:25]. The catalyst class is: 17.